This data is from Full USPTO retrosynthesis dataset with 1.9M reactions from patents (1976-2016). The task is: Predict the reactants needed to synthesize the given product. (1) Given the product [Br:1][C:2]1[CH:10]=[CH:9][C:5]([C:6]([NH:20][CH3:14])=[O:7])=[CH:4][C:3]=1[F:11], predict the reactants needed to synthesize it. The reactants are: [Br:1][C:2]1[CH:10]=[CH:9][C:5]([C:6](O)=[O:7])=[CH:4][C:3]=1[F:11].CN.[CH:14]1([N:20]=C=NC2CCCCC2)CCCCC1.ON1C2C=CC=CC=2N=N1. (2) Given the product [Cl:24][C:21]1[C:20]([N:25]=[C:9]([C:11]2[CH:16]=[CH:15][N:14]=[CH:13][CH:12]=2)[CH2:8][C:5]2[CH:6]=[CH:7][C:2]([F:1])=[CH:3][CH:4]=2)=[CH:19][C:18]([CH3:17])=[CH:23][N:22]=1, predict the reactants needed to synthesize it. The reactants are: [F:1][C:2]1[CH:7]=[CH:6][C:5]([CH2:8][C:9]([C:11]2[CH:16]=[CH:15][N:14]=[CH:13][CH:12]=2)=O)=[CH:4][CH:3]=1.[CH3:17][C:18]1[CH:19]=[C:20]([NH2:25])[C:21]([Cl:24])=[N:22][CH:23]=1.O.C1(C)C=CC=CC=1.C(OCC)(=O)C.CCCCCC.